From a dataset of Full USPTO retrosynthesis dataset with 1.9M reactions from patents (1976-2016). Predict the reactants needed to synthesize the given product. Given the product [F:9][C:10]1[CH:15]=[CH:14][C:13]([F:16])=[CH:12][C:11]=1[C:2]1[CH:8]=[CH:7][CH:6]=[CH:5][C:3]=1[NH2:4], predict the reactants needed to synthesize it. The reactants are: Br[C:2]1[CH:8]=[CH:7][CH:6]=[CH:5][C:3]=1[NH2:4].[F:9][C:10]1[CH:15]=[CH:14][C:13]([F:16])=[CH:12][C:11]=1B(O)O.C(=O)([O-])[O-].[Na+].[Na+].